From a dataset of Full USPTO retrosynthesis dataset with 1.9M reactions from patents (1976-2016). Predict the reactants needed to synthesize the given product. (1) Given the product [BrH:1].[NH2:3][C:4]1[N:5]=[CH:6][C:7]([Br:1])=[CH:8][C:9]=1[CH:10]=[O:11], predict the reactants needed to synthesize it. The reactants are: [Br:1]Br.[NH2:3][C:4]1[C:9]([CH:10]=[O:11])=[CH:8][CH:7]=[CH:6][N:5]=1. (2) Given the product [N:23]1([C:1]2[CH:3]=[C:4]3[C:5](=[C:21]([NH2:22])[N:2]=2)[CH:6]=[N:7][C:8]2[CH:9]=[C:10]([O:16][CH2:17][CH2:18][O:19][CH3:20])[C:11]([O:14][CH3:15])=[CH:12][C:13]3=2)[CH:27]=[CH:26][N:25]=[CH:24]1, predict the reactants needed to synthesize it. The reactants are: [C:1]([CH2:3][C:4]1[C:13]2[C:8](=[CH:9][C:10]([O:16][CH2:17][CH2:18][O:19][CH3:20])=[C:11]([O:14][CH3:15])[CH:12]=2)[N:7]=[CH:6][C:5]=1[C:21]#[N:22])#[N:2].[NH:23]1[CH:27]=[CH:26][N:25]=[CH:24]1. (3) Given the product [F:13][C:3]1[N:4]2[CH:9]=[C:8]([CH2:10][OH:11])[CH:7]=[CH:6][C:5]2=[N:1][CH:2]=1, predict the reactants needed to synthesize it. The reactants are: [N:1]1[CH:2]=[CH:3][N:4]2[CH:9]=[C:8]([CH2:10][OH:11])[CH:7]=[CH:6][C:5]=12.[B-](F)(F)(F)[F:13].[B-](F)(F)(F)F.C1[N+]2(CCl)CC[N+](F)(CC2)C1.C1COCC1.O. (4) The reactants are: Cl[C:2]1[CH:7]=[CH:6][C:5]([O:8][C:9]2[CH:14]=[CH:13][C:12]([N+:15]([O-:17])=[O:16])=[CH:11][C:10]=2[CH3:18])=[CH:4][N:3]=1.CC(C1C=C(C(C)C)C(C2C=CC=CC=2P(C2CCCCC2)C2CCCCC2)=C(C(C)C)C=1)C.[Li+].C[Si]([N-:58][Si](C)(C)C)(C)C. Given the product [CH3:18][C:10]1[CH:11]=[C:12]([N+:15]([O-:17])=[O:16])[CH:13]=[CH:14][C:9]=1[O:8][C:5]1[CH:6]=[CH:7][C:2]([NH2:58])=[N:3][CH:4]=1, predict the reactants needed to synthesize it. (5) The reactants are: [F:1][C:2]1[CH:3]=[CH:4][C:5]([N+:9]([O-:11])=[O:10])=[C:6]([CH:8]=1)[NH2:7].[H-].[Na+].CS(O[CH2:19][CH2:20][CH2:21][CH2:22][O:23][CH3:24])(=O)=O. Given the product [F:1][C:2]1[CH:3]=[CH:4][C:5]([N+:9]([O-:11])=[O:10])=[C:6]([CH:8]=1)[NH:7][CH2:19][CH2:20][CH2:21][CH2:22][O:23][CH3:24], predict the reactants needed to synthesize it.